This data is from Catalyst prediction with 721,799 reactions and 888 catalyst types from USPTO. The task is: Predict which catalyst facilitates the given reaction. (1) Reactant: CC1(C)C(C)(C)OB([C:9]2[CH:10]=[C:11]([CH:30]=[CH:31][CH:32]=2)[CH2:12][O:13][C:14]2[CH:19]=[CH:18][C:17]([C:20]3([CH2:24][C:25]([O:27][CH2:28][CH3:29])=[O:26])[CH2:23][O:22][CH2:21]3)=[CH:16][CH:15]=2)O1.Br[C:35]1[C:40]([CH3:41])=[CH:39][C:38]([OH:42])=[CH:37][C:36]=1[CH3:43].C(=O)([O-])[O-].[K+].[K+]. Product: [OH:42][C:38]1[CH:39]=[C:40]([CH3:41])[C:35]([C:31]2[CH:32]=[CH:9][CH:10]=[C:11]([CH2:12][O:13][C:14]3[CH:19]=[CH:18][C:17]([C:20]4([CH2:24][C:25]([O:27][CH2:28][CH3:29])=[O:26])[CH2:21][O:22][CH2:23]4)=[CH:16][CH:15]=3)[CH:30]=2)=[C:36]([CH3:43])[CH:37]=1. The catalyst class is: 38. (2) Reactant: [C:1]([Cl:5])(Cl)(Cl)[Cl:2].[F:6][C:7]1[CH:12]=[C:11]([F:13])[CH:10]=[C:9]([F:14])[C:8]=1[C:15](=O)[C:16]([O:18][CH2:19][CH3:20])=[O:17].C1(P(C2C=CC=CC=2)C2C=CC=CC=2)C=CC=CC=1.O. Product: [Cl:2][C:1]([Cl:5])=[C:15]([C:8]1[C:9]([F:14])=[CH:10][C:11]([F:13])=[CH:12][C:7]=1[F:6])[C:16]([O:18][CH2:19][CH3:20])=[O:17]. The catalyst class is: 10.